From a dataset of Reaction yield outcomes from USPTO patents with 853,638 reactions. Predict the reaction yield, written as a fraction of the theoretical maximum amount of product (1.0 means a 100% yield; for example, 0.34 means a 34% yield). (1) The product is [Br:19][C:15]1[C:16]([CH3:18])=[CH:17][C:12]([CH2:9][CH:10]=[N:2][OH:3])=[C:13]([OH:20])[CH:14]=1. The yield is 0.975. The catalyst is O. The reactants are Cl.[NH2:2][OH:3].CC([O-])=O.[Na+].[C:9]([C:12]1[CH:17]=[C:16]([CH3:18])[C:15]([Br:19])=[CH:14][C:13]=1[OH:20])(=O)[CH3:10].CCO. (2) The reactants are [OH:1][CH2:2][CH2:3][N:4]([CH:22]([CH3:24])[CH3:23])[C:5]([C:7]1[N:16]=[C:15]2[N:9]([CH2:10][CH2:11][O:12][C:13]3[CH:20]=[C:19](Br)[CH:18]=[CH:17][C:14]=32)[CH:8]=1)=[O:6].B1([C:34]2[CH2:39][CH2:38][N:37]([C:40]([O:42][C:43]([CH3:46])([CH3:45])[CH3:44])=[O:41])[CH2:36][CH:35]=2)OC(C)(C)C(C)(C)O1.C(=O)([O-])[O-].[K+].[K+].C(Cl)Cl. The catalyst is CN(C=O)C. The product is [C:43]([O:42][C:40]([N:37]1[CH2:36][CH:35]=[C:34]([C:19]2[CH:18]=[CH:17][C:14]3[C:15]4[N:9]([CH2:10][CH2:11][O:12][C:13]=3[CH:20]=2)[CH:8]=[C:7]([C:5](=[O:6])[N:4]([CH2:3][CH2:2][OH:1])[CH:22]([CH3:24])[CH3:23])[N:16]=4)[CH2:39][CH2:38]1)=[O:41])([CH3:46])([CH3:44])[CH3:45]. The yield is 0.800. (3) The reactants are Cl[C:2]1[CH:3]=[C:4]2[C:14]3[C:9](=[CH:10][N:11]=[C:12]([C:15]4[CH:16]=[N:17][CH:18]=[CH:19][CH:20]=4)[CH:13]=3)[NH:8][C:5]2=[N:6][CH:7]=1.C(P(C(C)(C)C)C1C=CC=CC=1C1C(C(C)C)=CC(C(C)C)=CC=1C(C)C)(C)(C)C.CC(C)([O-])C.[K+].[NH:57]1[CH2:62][CH2:61][O:60][CH2:59][CH2:58]1. The catalyst is C1C=CC(/C=C/C(/C=C/C2C=CC=CC=2)=O)=CC=1.C1C=CC(/C=C/C(/C=C/C2C=CC=CC=2)=O)=CC=1.C1C=CC(/C=C/C(/C=C/C2C=CC=CC=2)=O)=CC=1.[Pd].[Pd].C(OCC)(=O)C.CO.O1CCOCC1. The product is [N:57]1([C:2]2[CH:3]=[C:4]3[C:14]4[C:9](=[CH:10][N:11]=[C:12]([C:15]5[CH:16]=[N:17][CH:18]=[CH:19][CH:20]=5)[CH:13]=4)[NH:8][C:5]3=[N:6][CH:7]=2)[CH2:62][CH2:61][O:60][CH2:59][CH2:58]1. The yield is 0.230. (4) The reactants are [CH:1]1([NH:6][C:7]2[N:12]=[C:11]([C:13]3[C:14]([CH2:25][CH:26]([CH3:28])[CH3:27])=[N:15][N:16]4[C:21](S(C)=O)=[CH:20][CH:19]=[CH:18][C:17]=34)[CH:10]=[CH:9][N:8]=2)[CH2:5][CH2:4][CH2:3][CH2:2]1. The catalyst is C1(N)CCCC1. The product is [CH:1]1([NH:6][C:21]2[N:16]3[N:15]=[C:14]([CH2:25][CH:26]([CH3:28])[CH3:27])[C:13]([C:11]4[CH:10]=[CH:9][N:8]=[C:7]([NH:6][CH:1]5[CH2:5][CH2:4][CH2:3][CH2:2]5)[N:12]=4)=[C:17]3[CH:18]=[CH:19][CH:20]=2)[CH2:5][CH2:4][CH2:3][CH2:2]1. The yield is 0.810. (5) The reactants are [N:1]([CH2:4][C:5]1[N:6]=[C:7]([C:10]2[CH:15]=[CH:14][C:13]([F:16])=[CH:12][CH:11]=2)[O:8][CH:9]=1)=[N+]=[N-].C1(P(C2C=CC=CC=2)C2C=CC=CC=2)C=CC=CC=1. The catalyst is C1COCC1.O. The product is [F:16][C:13]1[CH:12]=[CH:11][C:10]([C:7]2[O:8][CH:9]=[C:5]([CH2:4][NH2:1])[N:6]=2)=[CH:15][CH:14]=1. The yield is 0.750. (6) The reactants are [S:1](Cl)([C:4]1[CH:10]=[CH:9][C:7]([CH3:8])=[CH:6][CH:5]=1)(=[O:3])=[O:2].[CH:12]([OH:17])=[CH:13][CH:14]([CH3:16])[CH3:15].CCCCCC. The catalyst is CN(C1C=CN=CC=1)C.ClCCl. The product is [S:1]([C:4]1[CH:10]=[CH:9][C:7]([CH3:8])=[CH:6][CH:5]=1)([O:17][CH2:12][CH2:13][C:14]([CH3:16])=[CH2:15])(=[O:3])=[O:2]. The yield is 0.850. (7) The reactants are [F:1][C:2]([F:17])([F:16])[O:3][C:4]1[CH:15]=[CH:14][C:7]([CH2:8][CH:9]([C:12]#[N:13])[C:10]#[N:11])=[CH:6][CH:5]=1.[H-].[Na+].Br[CH2:21][CH:22]1[CH2:25][CH2:24][CH2:23]1. The catalyst is CN(C)C=O. The product is [CH:22]1([CH2:21][C:9]([CH2:8][C:7]2[CH:6]=[CH:5][C:4]([O:3][C:2]([F:16])([F:17])[F:1])=[CH:15][CH:14]=2)([C:12]#[N:13])[C:10]#[N:11])[CH2:25][CH2:24][CH2:23]1. The yield is 0.200.